This data is from Peptide-MHC class II binding affinity with 134,281 pairs from IEDB. The task is: Regression. Given a peptide amino acid sequence and an MHC pseudo amino acid sequence, predict their binding affinity value. This is MHC class II binding data. (1) The MHC is DRB1_0901 with pseudo-sequence DRB1_0901. The peptide sequence is TNTFVLKKEVSETQH. The binding affinity (normalized) is 0. (2) The peptide sequence is AIALDFKPGTSGSPI. The MHC is DRB3_0101 with pseudo-sequence DRB3_0101. The binding affinity (normalized) is 0.156. (3) The peptide sequence is PIIIDQKYCPNKICT. The MHC is HLA-DQA10102-DQB10602 with pseudo-sequence HLA-DQA10102-DQB10602. The binding affinity (normalized) is 0.0972. (4) The peptide sequence is VPRRGPRGGPGRSYA. The MHC is DRB1_1501 with pseudo-sequence DRB1_1501. The binding affinity (normalized) is 0. (5) The peptide sequence is RPLWIIFSGNMNIKL. The MHC is DRB1_1302 with pseudo-sequence DRB1_1302. The binding affinity (normalized) is 0.823. (6) The peptide sequence is MKYLAAFLLLGLAGN. The MHC is DRB1_0101 with pseudo-sequence DRB1_0101. The binding affinity (normalized) is 0.783. (7) The peptide sequence is NSGNLKFGLSYKEQV. The MHC is DRB1_0101 with pseudo-sequence DRB1_0101. The binding affinity (normalized) is 0.319. (8) The MHC is DRB1_0405 with pseudo-sequence DRB1_0405. The peptide sequence is AAAAAYETAFAAIVP. The binding affinity (normalized) is 0.464. (9) The peptide sequence is IKKYFAATQFEPLAA. The MHC is HLA-DPA10201-DPB10501 with pseudo-sequence HLA-DPA10201-DPB10501. The binding affinity (normalized) is 0.576.